This data is from Tyrosyl-DNA phosphodiesterase HTS with 341,365 compounds. The task is: Binary Classification. Given a drug SMILES string, predict its activity (active/inactive) in a high-throughput screening assay against a specified biological target. The drug is Brc1c(NC(=O)CN2S(=O)(=O)c3c4c2cccc4ccc3)cccc1. The result is 0 (inactive).